From a dataset of hERG Central: cardiac toxicity at 1µM, 10µM, and general inhibition. Predict hERG channel inhibition at various concentrations. (1) The molecule is CCN1CCN(c2ccc(S(=O)(=O)N3CCCCC3)cc2NC(=O)/C=C/c2cc(OC)ccc2OC)CC1. Results: hERG_inhib (hERG inhibition (general)): blocker. (2) The molecule is COc1ccc(CN(C)C(=O)c2cccc(C(=O)N(C)Cc3ccc(OC)cc3)c2)cc1. Results: hERG_inhib (hERG inhibition (general)): blocker. (3) The molecule is Cc1ccc(Cn2nc(C)c(NC(=O)CCCn3nc([N+](=O)[O-])c(Cl)c3C)c2C)cc1. Results: hERG_inhib (hERG inhibition (general)): blocker. (4) The drug is CCOc1ccc(CN2CCC(C(=O)Nc3cccc(-c4ccn[nH]4)c3)CC2)cc1Cl. Results: hERG_inhib (hERG inhibition (general)): blocker. (5) The compound is Cc1nonc1OCC(C)(COc1nonc1C)NC(=O)c1ccc(Cl)cc1. Results: hERG_inhib (hERG inhibition (general)): blocker. (6) The compound is CCC1C=C(c2ccccc2)C=CN=C1N(CC)CC. Results: hERG_inhib (hERG inhibition (general)): blocker. (7) The molecule is COc1ccccc1N1CCN(Cc2nc(N)nc(Nc3ccccc3)n2)CC1. Results: hERG_inhib (hERG inhibition (general)): blocker.